From a dataset of Forward reaction prediction with 1.9M reactions from USPTO patents (1976-2016). Predict the product of the given reaction. (1) Given the reactants [CH2:1]([NH:8][C:9]([C:11]1[C:19]2[C:18]3[CH:20]=[C:21]([N+:24]([O-])=O)[CH:22]=[CH:23][C:17]=3[O:16][C:15]=2[C:14]([O:27][CH3:28])=[CH:13][CH:12]=1)=[O:10])[C:2]1[CH:7]=[CH:6][CH:5]=[CH:4][CH:3]=1.Cl, predict the reaction product. The product is: [CH2:1]([NH:8][C:9]([C:11]1[C:19]2[C:18]3[CH:20]=[C:21]([NH2:24])[CH:22]=[CH:23][C:17]=3[O:16][C:15]=2[C:14]([O:27][CH3:28])=[CH:13][CH:12]=1)=[O:10])[C:2]1[CH:3]=[CH:4][CH:5]=[CH:6][CH:7]=1. (2) Given the reactants [C:1]1([C:13]2[CH2:17][NH:16][C:15](=[O:18])[C:14]=2[C:19]2[C:27]3[C:22](=[CH:23][CH:24]=[CH:25][CH:26]=3)[NH:21][CH:20]=2)[C:11]2=[C:12]3[C:7](=[CH:8][CH:9]=[CH:10]2)[CH2:6][CH2:5][CH2:4][N:3]3[CH:2]=1.[Mg].CO.Cl, predict the reaction product. The product is: [C:1]1([CH:13]2[CH2:17][NH:16][C:15](=[O:18])[CH:14]2[C:19]2[C:27]3[C:22](=[CH:23][CH:24]=[CH:25][CH:26]=3)[NH:21][CH:20]=2)[C:11]2=[C:12]3[C:7](=[CH:8][CH:9]=[CH:10]2)[CH2:6][CH2:5][CH2:4][N:3]3[CH:2]=1. (3) Given the reactants Br[C:2]1[C:3](=[O:31])[N:4]([CH2:23][CH2:24][C:25]2[CH:30]=[CH:29][CH:28]=[CH:27][CH:26]=2)[C:5]([C:9]2[CH:14]=[CH:13][CH:12]=[CH:11][C:10]=2[O:15][CH2:16][C:17]2[CH:22]=[CH:21][CH:20]=[CH:19][CH:18]=2)=[N:6][C:7]=1[CH3:8].[C:32]([C:34]1[S:38][C:37](B(O)O)=[CH:36][CH:35]=1)#[N:33].P([O-])([O-])([O-])=O.[K+].[K+].[K+].C1(P(C2CCCCC2)C2C=CC=CC=2C2C(OC)=CC=CC=2OC)CCCCC1, predict the reaction product. The product is: [CH3:8][C:7]1[N:6]=[C:5]([C:9]2[CH:14]=[CH:13][CH:12]=[CH:11][C:10]=2[O:15][CH2:16][C:17]2[CH:18]=[CH:19][CH:20]=[CH:21][CH:22]=2)[N:4]([CH2:23][CH2:24][C:25]2[CH:30]=[CH:29][CH:28]=[CH:27][CH:26]=2)[C:3](=[O:31])[C:2]=1[C:37]1[S:38][C:34]([C:32]#[N:33])=[CH:35][CH:36]=1.